Binary Classification. Given a drug SMILES string, predict its activity (active/inactive) in a high-throughput screening assay against a specified biological target. From a dataset of HIV replication inhibition screening data with 41,000+ compounds from the AIDS Antiviral Screen. The drug is C=C1CCC2(C)C(CCC3C2CCC2(C)C(C(C)CCC(=O)OC)CCC32)C1. The result is 0 (inactive).